Dataset: Forward reaction prediction with 1.9M reactions from USPTO patents (1976-2016). Task: Predict the product of the given reaction. (1) Given the reactants [CH3:1][O:2][C:3]1[CH:12]=[C:11]2[C:6]([CH2:7][CH2:8][CH2:9][CH:10]2[C:13]([OH:15])=O)=[CH:5][CH:4]=1.[Cl:16][C:17]1[CH:22]=[CH:21][C:20]([CH2:23][NH:24][C:25]2[CH:30]=[CH:29][C:28]([CH:31]([CH3:33])[CH3:32])=[CH:27][CH:26]=2)=[CH:19][CH:18]=1, predict the reaction product. The product is: [Cl:16][C:17]1[CH:18]=[CH:19][C:20]([CH2:23][N:24]([C:25]2[CH:26]=[CH:27][C:28]([CH:31]([CH3:33])[CH3:32])=[CH:29][CH:30]=2)[C:13]([CH:10]2[C:11]3[C:6](=[CH:5][CH:4]=[C:3]([O:2][CH3:1])[CH:12]=3)[CH2:7][CH2:8][CH2:9]2)=[O:15])=[CH:21][CH:22]=1. (2) Given the reactants [CH3:1][CH2:2][CH2:3][CH2:4][CH2:5][C:6]1[CH:7]=[C:8]([OH:23])[C:9]([C@H:13]2[C@H:18]([C:19]([CH3:21])=[CH2:20])[CH2:17][CH2:16][C:15]([CH3:22])=[CH:14]2)=[C:10]([OH:12])[CH:11]=1, predict the reaction product. The product is: [CH3:1][CH2:2][CH2:3][CH2:4][CH2:5][C:6]1[CH:11]=[C:10]([OH:12])[C:9]2[C@@H:13]3[CH:14]=[C:15]([CH3:22])[CH2:16][CH2:17][C@H:18]3[C:19]([CH3:21])([CH3:20])[O:23][C:8]=2[CH:7]=1. (3) Given the reactants [N+:1]([C:4]1[CH:5]=[C:6]2[C:10](=[CH:11][CH:12]=1)[NH:9][CH2:8][CH2:7]2)([O-])=O.C([O-])=O.[NH4+].CN(C)C.[S:21](Cl)([CH3:24])(=[O:23])=[O:22], predict the reaction product. The product is: [NH:9]1[C:10]2[C:6](=[CH:5][C:4]([NH:1][S:21]([CH3:24])(=[O:23])=[O:22])=[CH:12][CH:11]=2)[CH2:7][CH2:8]1. (4) Given the reactants [CH2:1]([C@H:3]1[C@@H:7]([NH:8][C:9]2[C:14]([N+:15]([O-])=O)=[CH:13][N:12]=[C:11]3[N:18]([S:21]([C:24]4[CH:30]=[CH:29][C:27]([CH3:28])=[CH:26][CH:25]=4)(=[O:23])=[O:22])[CH:19]=[CH:20][C:10]=23)[CH2:6][C@@H:5]([NH:31][S:32]([CH:35]2[CH2:37][CH2:36]2)(=[O:34])=[O:33])[CH2:4]1)[CH3:2].O.O.[Sn](Cl)Cl, predict the reaction product. The product is: [NH2:15][C:14]1[C:9]([NH:8][C@@H:7]2[C@H:3]([CH2:1][CH3:2])[CH2:4][C@H:5]([NH:31][S:32]([CH:35]3[CH2:37][CH2:36]3)(=[O:33])=[O:34])[CH2:6]2)=[C:10]2[CH:20]=[CH:19][N:18]([S:21]([C:24]3[CH:25]=[CH:26][C:27]([CH3:28])=[CH:29][CH:30]=3)(=[O:22])=[O:23])[C:11]2=[N:12][CH:13]=1. (5) Given the reactants [NH:1]1[CH2:5][CH2:4][C@H:3]([NH:6][C:7](=[O:13])[O:8][C:9]([CH3:12])([CH3:11])[CH3:10])[CH2:2]1.C(O[C:17]1(O[Si](C)(C)C)[CH2:19][CH2:18]1)C.C([BH3-])#N.[Na+].[OH-].[Na+], predict the reaction product. The product is: [CH:17]1([N:1]2[CH2:5][CH2:4][C@H:3]([NH:6][C:7](=[O:13])[O:8][C:9]([CH3:10])([CH3:12])[CH3:11])[CH2:2]2)[CH2:19][CH2:18]1. (6) The product is: [Cl:1][C:2]1[C:3]([N:12]2[C:16]([CH3:17])=[C:15]([C:18]([NH:20][C:21]3[CH:22]=[N:23][C:24]([C@H:28]4[CH2:29][CH2:30][C@H:31]([OH:34])[CH2:32][CH2:33]4)=[C:25]([CH3:27])[CH:26]=3)=[O:19])[CH:14]=[N:13]2)=[N:4][CH:5]=[C:6]([C:8]([F:11])([F:10])[F:9])[CH:7]=1. Given the reactants [Cl:1][C:2]1[C:3]([N:12]2[C:16]([CH3:17])=[C:15]([C:18]([NH:20][C:21]3[CH:22]=[N:23][C:24]([CH:28]4[CH2:33][CH2:32][C:31](=[O:34])[CH2:30][CH2:29]4)=[C:25]([CH3:27])[CH:26]=3)=[O:19])[CH:14]=[N:13]2)=[N:4][CH:5]=[C:6]([C:8]([F:11])([F:10])[F:9])[CH:7]=1.FC1C(N2C(C)=C(C(NC3C=NC(C4CCC(=O)CC4)=C(C)C=3)=O)C=N2)=NC=C(C(F)(F)F)C=1, predict the reaction product. (7) Given the reactants [OH-].[Na+:2].CCO.[C:6](#[N:10])[CH2:7][C:8]#[N:9].[C:11](=[S:13])=[S:12], predict the reaction product. The product is: [C:8]([C:7]([C:6]#[N:10])=[C:11]([S-:13])[S-:12])#[N:9].[Na+:2].[Na+:2].